Dataset: Full USPTO retrosynthesis dataset with 1.9M reactions from patents (1976-2016). Task: Predict the reactants needed to synthesize the given product. Given the product [F:1][C:2]1[C:10]2[N:9]=[C:8]([C:11]3[C:23]4[C:22]5[C:17](=[CH:18][CH:19]=[CH:20][CH:21]=5)[CH:16]([NH2:24])[C:15]=4[CH:14]=[CH:13][CH:12]=3)[NH:7][C:6]=2[CH:5]=[CH:4][C:3]=1[F:26], predict the reactants needed to synthesize it. The reactants are: [F:1][C:2]1[C:10]2[N:9]=[C:8]([C:11]3[C:23]4[C:22]5[C:17](=[CH:18][CH:19]=[CH:20][CH:21]=5)[C:16](=[N:24]O)[C:15]=4[CH:14]=[CH:13][CH:12]=3)[NH:7][C:6]=2[CH:5]=[CH:4][C:3]=1[F:26].